Dataset: Reaction yield outcomes from USPTO patents with 853,638 reactions. Task: Predict the reaction yield, written as a fraction of the theoretical maximum amount of product (1.0 means a 100% yield; for example, 0.34 means a 34% yield). (1) The reactants are [OH:1][C:2]1[CH:7]=[CH:6][C:5]([CH:8]2[CH2:10][CH:9]2[C:11]([O:13][CH3:14])=[O:12])=[CH:4][CH:3]=1.[CH2:15]([N:18]([CH2:34][C:35]1[CH:40]=[CH:39][C:38]([CH2:41]O)=[CH:37][CH:36]=1)[C:19]1[S:20][CH:21]=[C:22]([C:24]2[CH:29]=[CH:28][C:27]([C:30]([F:33])([F:32])[F:31])=[CH:26][CH:25]=2)[N:23]=1)[CH2:16][CH3:17].C(P(CCCC)CCCC)CCC.N(C(N1CCCCC1)=O)=NC(N1CCCCC1)=O. The catalyst is C1(C)C=CC=CC=1.CCCCCC. The product is [CH2:15]([N:18]([CH2:34][C:35]1[CH:40]=[CH:39][C:38]([CH2:41][O:1][C:2]2[CH:3]=[CH:4][C:5]([CH:8]3[CH2:10][CH:9]3[C:11]([O:13][CH3:14])=[O:12])=[CH:6][CH:7]=2)=[CH:37][CH:36]=1)[C:19]1[S:20][CH:21]=[C:22]([C:24]2[CH:25]=[CH:26][C:27]([C:30]([F:33])([F:32])[F:31])=[CH:28][CH:29]=2)[N:23]=1)[CH2:16][CH3:17]. The yield is 0.770. (2) The product is [Cl:1][C:2]1[N:7]=[C:6]([NH:8][C:11]2[CH:16]=[CH:15][C:14]([F:17])=[C:13]([O:18][CH3:19])[CH:12]=2)[C:5]([CH3:9])=[CH:4][N:3]=1. The reactants are [Cl:1][C:2]1[N:7]=[C:6]([NH2:8])[C:5]([CH3:9])=[CH:4][N:3]=1.Br[C:11]1[CH:16]=[CH:15][C:14]([F:17])=[C:13]([O:18][CH3:19])[CH:12]=1.CC1(C)C2C(=C(P(C3C=CC=CC=3)C3C=CC=CC=3)C=CC=2)OC2C(P(C3C=CC=CC=3)C3C=CC=CC=3)=CC=CC1=2.C(=O)([O-])[O-].[Cs+].[Cs+]. The yield is 0.140. The catalyst is O1CCOCC1.C(Cl)Cl.C1C=CC(/C=C/C(/C=C/C2C=CC=CC=2)=O)=CC=1.C1C=CC(/C=C/C(/C=C/C2C=CC=CC=2)=O)=CC=1.C1C=CC(/C=C/C(/C=C/C2C=CC=CC=2)=O)=CC=1.[Pd].[Pd]. (3) The product is [F:27][C:24]1[CH:25]=[CH:26][C:21]([N:4]2[C:5]3=[C:6]4[C:11](=[C:12]([C:15]5[CH:16]=[N:17][CH:18]=[CH:19][CH:20]=5)[CH:13]=[C:14]3[C:2]([NH:1][CH2:34][C:33]3[CH:36]=[CH:37][C:30]([S:29][CH3:28])=[CH:31][CH:32]=3)=[N:3]2)[CH:10]=[N:9][CH:8]=[CH:7]4)=[CH:22][CH:23]=1. The yield is 0.530. The catalyst is ClCCCl. The reactants are [NH2:1][C:2]1[C:14]2[C:5](=[C:6]3[C:11](=[C:12]([C:15]4[CH:16]=[N:17][CH:18]=[CH:19][CH:20]=4)[CH:13]=2)[CH:10]=[N:9][CH:8]=[CH:7]3)[N:4]([C:21]2[CH:26]=[CH:25][C:24]([F:27])=[CH:23][CH:22]=2)[N:3]=1.[CH3:28][S:29][C:30]1[CH:37]=[CH:36][C:33]([CH:34]=O)=[CH:32][CH:31]=1.C(O[BH-](OC(=O)C)OC(=O)C)(=O)C.[Na+].